Dataset: Catalyst prediction with 721,799 reactions and 888 catalyst types from USPTO. Task: Predict which catalyst facilitates the given reaction. (1) Reactant: [C:1]1(=[C:8]([C:24]2[CH:29]=[CH:28][C:27]([OH:30])=[CH:26][CH:25]=2)[C:9]2[CH:14]=[CH:13][C:12]([O:15][C:16]([CH3:23])([CH3:22])[C:17]([O:19]CC)=[O:18])=[CH:11][CH:10]=2)[CH2:7][CH2:6][CH2:5][CH2:4][CH2:3][CH2:2]1.CCO.[OH-].[Na+].Cl. Product: [C:1]1(=[C:8]([C:24]2[CH:29]=[CH:28][C:27]([OH:30])=[CH:26][CH:25]=2)[C:9]2[CH:14]=[CH:13][C:12]([O:15][C:16]([CH3:23])([CH3:22])[C:17]([OH:19])=[O:18])=[CH:11][CH:10]=2)[CH2:7][CH2:6][CH2:5][CH2:4][CH2:3][CH2:2]1. The catalyst class is: 1. (2) Reactant: Cl.[NH2:2][CH2:3][C:4]([C:6]1[CH:11]=[C:10]([F:12])[CH:9]=[CH:8][C:7]=1[S:13][CH3:14])=[O:5].C(O)(=O)C.CO[CH:21]1[CH2:25][CH2:24][CH:23](OC)O1. Product: [F:12][C:10]1[CH:9]=[CH:8][C:7]([S:13][CH3:14])=[C:6]([C:4](=[O:5])[CH2:3][N:2]2[CH:21]=[CH:25][CH:24]=[CH:23]2)[CH:11]=1. The catalyst class is: 6.